This data is from Full USPTO retrosynthesis dataset with 1.9M reactions from patents (1976-2016). The task is: Predict the reactants needed to synthesize the given product. (1) Given the product [C:1]([O:5][C:6](=[O:21])[NH:7][CH2:8][C:9]1[S:10][C:11]([C:14]2[CH:15]=[CH:16][C:17]([O:20][CH2:32][C:31]3[CH:34]=[CH:35][CH:36]=[C:29]([F:28])[CH:30]=3)=[CH:18][CH:19]=2)=[N:12][N:13]=1)([CH3:4])([CH3:2])[CH3:3], predict the reactants needed to synthesize it. The reactants are: [C:1]([O:5][C:6](=[O:21])[NH:7][CH2:8][C:9]1[S:10][C:11]([C:14]2[CH:19]=[CH:18][C:17]([OH:20])=[CH:16][CH:15]=2)=[N:12][N:13]=1)([CH3:4])([CH3:3])[CH3:2].C(=O)([O-])[O-].[K+].[K+].[F:28][C:29]1[CH:30]=[C:31]([CH:34]=[CH:35][CH:36]=1)[CH2:32]Br. (2) The reactants are: [Cl:1][C:2]1[CH:7]=[CH:6][C:5]([CH3:8])=[C:4]([F:9])[CH:3]=1.C([N-]C(C)C)(C)C.[Li+].CN(C)[CH:20]=[O:21].C(O)(=O)C. Given the product [Cl:1][C:2]1[C:3]([CH:20]=[O:21])=[C:4]([F:9])[C:5]([CH3:8])=[CH:6][CH:7]=1, predict the reactants needed to synthesize it. (3) Given the product [NH3:4].[N:4]1[CH:5]=[CH:6][CH:7]=[C:2]([N:18]2[CH2:17][CH2:16][N:15]([C:13]([O:12][C:8]([CH3:11])([CH3:10])[CH3:9])=[O:14])[CH2:20][CH2:19]2)[CH:3]=1, predict the reactants needed to synthesize it. The reactants are: Br[C:2]1[CH:3]=[N:4][CH:5]=[CH:6][CH:7]=1.[C:8]([O:12][C:13]([N:15]1[CH2:20][CH2:19][NH:18][CH2:17][CH2:16]1)=[O:14])([CH3:11])([CH3:10])[CH3:9].CC(C)([O-])C.[K+].C1(C)C=CC=CC=1. (4) Given the product [Cl:12][C:5]1[C:6]2[CH2:7][CH2:8][CH2:9][CH2:10][C:11]=2[C:2]([NH:13][C:14]2[CH:15]=[CH:16][C:17]([O:18][C:19]3[C:24]([C:25]4[CH:30]=[CH:29][N:28]=[C:27]([NH:31][CH3:32])[N:26]=4)=[CH:23][CH:22]=[CH:21][N:20]=3)=[CH:33][CH:34]=2)=[N:3][N:4]=1, predict the reactants needed to synthesize it. The reactants are: Cl[C:2]1[C:11]2[CH2:10][CH2:9][CH2:8][CH2:7][C:6]=2[C:5]([Cl:12])=[N:4][N:3]=1.[NH2:13][C:14]1[CH:34]=[CH:33][C:17]([O:18][C:19]2[C:24]([C:25]3[CH:30]=[CH:29][N:28]=[C:27]([NH:31][CH3:32])[N:26]=3)=[CH:23][CH:22]=[CH:21][N:20]=2)=[CH:16][CH:15]=1.C1(P(C2CCCCC2)C2C=CC=CC=2C2C(OC)=CC=CC=2OC)CCCCC1.CC(C)([O-])C.[Na+].